Predict the product of the given reaction. From a dataset of Forward reaction prediction with 1.9M reactions from USPTO patents (1976-2016). (1) Given the reactants [C:1]([O:7]CC)(=O)[CH2:2][C:3]([CH3:5])=O.[C:10]1([NH:16][NH2:17])[CH:15]=[CH:14][CH:13]=[CH:12][CH:11]=1, predict the reaction product. The product is: [CH3:5][C:3]1[CH2:2][C:1](=[O:7])[N:16]([C:10]2[CH:15]=[CH:14][CH:13]=[CH:12][CH:11]=2)[N:17]=1. (2) Given the reactants [Br:1][C:2]1[CH:7]=[CH:6][C:5]([CH2:8][C:9]([NH2:11])=[O:10])=[C:4]([F:12])[CH:3]=1.[Br:13]N1C(=O)CCC1=O.N(C(C)(C)C#N)=NC(C)(C)C#N, predict the reaction product. The product is: [Br:13][CH:8]([C:5]1[CH:6]=[CH:7][C:2]([Br:1])=[CH:3][C:4]=1[F:12])[C:9]([NH2:11])=[O:10]. (3) The product is: [F:9][C:10]1[CH:11]=[CH:12][C:13]([CH2:14][O:15][CH2:16][C:17]([NH:19][CH2:20][CH2:21][CH2:22][CH2:23][CH2:24][C:25]2[O:27][N:38]=[C:35]([C:34]3[CH:39]=[CH:40][C:31]([F:30])=[CH:32][CH:33]=3)[N:36]=2)=[O:18])=[CH:28][CH:29]=1. Given the reactants ClC(N(C)C)=C(C)C.[F:9][C:10]1[CH:29]=[CH:28][C:13]([CH2:14][O:15][CH2:16][C:17]([NH:19][CH2:20][CH2:21][CH2:22][CH2:23][CH2:24][C:25]([OH:27])=O)=[O:18])=[CH:12][CH:11]=1.[F:30][C:31]1[CH:40]=[CH:39][C:34]([C:35](=[NH:38])[NH:36]O)=[CH:33][CH:32]=1.N1C=CC=CC=1, predict the reaction product. (4) Given the reactants C(OC([N:8]1[CH2:13][CH:12]=[C:11]([C:14]2[C:22]3[S:21][C:20]([NH:23][C:24](=[O:32])[C:25]4[CH:30]=[CH:29][C:28]([F:31])=[CH:27][CH:26]=4)=[N:19][C:18]=3[C:17]([O:33][CH3:34])=[CH:16][CH:15]=2)[CH2:10][CH2:9]1)=O)(C)(C)C.[ClH:35].CO, predict the reaction product. The product is: [ClH:35].[F:31][C:28]1[CH:27]=[CH:26][C:25]([C:24]([NH:23][C:20]2[S:21][C:22]3[C:14]([C:11]4[CH2:12][CH2:13][NH:8][CH2:9][CH:10]=4)=[CH:15][CH:16]=[C:17]([O:33][CH3:34])[C:18]=3[N:19]=2)=[O:32])=[CH:30][CH:29]=1.